From a dataset of Full USPTO retrosynthesis dataset with 1.9M reactions from patents (1976-2016). Predict the reactants needed to synthesize the given product. (1) Given the product [C:16]([O:19][C:20]([NH:1][C:2]([CH3:7])([CH3:6])[CH2:3][CH2:4][OH:5])=[O:21])([CH3:18])([CH3:17])[CH3:15], predict the reactants needed to synthesize it. The reactants are: [NH2:1][C:2]([CH3:7])([CH3:6])[CH2:3][CH2:4][OH:5].CCN(CC)CC.[CH3:15][C:16]([O:19][C:20](O[C:20]([O:19][C:16]([CH3:18])([CH3:17])[CH3:15])=[O:21])=[O:21])([CH3:18])[CH3:17]. (2) Given the product [Cl:1][C:2]1[CH:3]=[CH:4][C:5]([N:8]2[C:16]([C:17]3[CH:22]=[CH:21][CH:20]=[CH:19][C:18]=3[Cl:23])=[N:15][C:14]3[C:9]2=[N:10][CH:11]=[N:12][C:13]=3[N:24]2[CH2:25][CH2:26][C:27]3([N:30]([CH3:31])[C:43](=[O:44])[CH2:42][O:46][CH2:32]3)[CH2:28][CH2:29]2)=[CH:6][CH:7]=1, predict the reactants needed to synthesize it. The reactants are: [Cl:1][C:2]1[CH:7]=[CH:6][C:5]([N:8]2[C:16]([C:17]3[CH:22]=[CH:21][CH:20]=[CH:19][C:18]=3[Cl:23])=[N:15][C:14]3[C:9]2=[N:10][CH:11]=[N:12][C:13]=3[N:24]2[CH2:29][CH2:28][C:27]([CH2:32]O)([NH:30][CH3:31])[CH2:26][CH2:25]2)=[CH:4][CH:3]=1.C(N(CC)CC)C.Cl[CH2:42][C:43](Cl)=[O:44].[OH-:46].[Na+].